Dataset: Catalyst prediction with 721,799 reactions and 888 catalyst types from USPTO. Task: Predict which catalyst facilitates the given reaction. (1) Reactant: NC1N(CC2C=CC=CC=2)N=NC=1C(N)=O.N1C=CC=CC=1.C(Cl)(=O)C(C)(C)C.[CH2:30]([N:37]1[C:41]([NH:42][C:43](=O)[C:44]([CH3:47])([CH3:46])[CH3:45])=[C:40]([C:49]([NH2:51])=[O:50])[N:39]=[N:38]1)[C:31]1[CH:36]=[CH:35][CH:34]=[CH:33][CH:32]=1. Product: [CH2:30]([N:37]1[C:41]2[NH:42][C:43]([C:44]([CH3:47])([CH3:46])[CH3:45])=[N:51][C:49](=[O:50])[C:40]=2[N:39]=[N:38]1)[C:31]1[CH:36]=[CH:35][CH:34]=[CH:33][CH:32]=1. The catalyst class is: 395. (2) Reactant: [C:1]([O:5][C:6]([NH:8][CH2:9][C:10]([OH:12])=O)=[O:7])([CH3:4])([CH3:3])[CH3:2].CCN(C(C)C)C(C)C.C1C=CC2N(O)N=NC=2C=1.CCN=C=NCCCN(C)C.Cl.Cl.Cl.[Cl:46][C:47]1[CH:52]=[CH:51][CH:50]=[CH:49][C:48]=1[NH:53][CH:54]1[CH2:59][CH2:58][NH:57][CH2:56][CH2:55]1. Product: [C:1]([O:5][C:6](=[O:7])[NH:8][CH2:9][C:10]([N:57]1[CH2:56][CH2:55][CH:54]([NH:53][C:48]2[CH:49]=[CH:50][CH:51]=[CH:52][C:47]=2[Cl:46])[CH2:59][CH2:58]1)=[O:12])([CH3:2])([CH3:3])[CH3:4]. The catalyst class is: 18. (3) Reactant: [NH2:1]CCCCCCCCCCCCCC(O)=O.CCCCCC[C@@H](O)C/[CH:26]=[CH:27]\[CH2:28][CH2:29][CH2:30][CH2:31][CH2:32][CH2:33][CH2:34][CH2:35][CH2:36][C:37]([OH:39])=[O:38]. Product: [NH2:1][CH2:26][CH2:27][CH2:28][CH2:29][CH2:30][CH2:31][CH2:32][CH2:33][CH2:34][CH2:35][CH2:36][C:37]([OH:39])=[O:38]. The catalyst class is: 10. (4) Reactant: N#N.[CH3:3][C:4]1([C:9]2[CH:14]=[C:13]([CH2:15][N:16]3[N:20]=[C:19]([N+:21]([O-])=O)[CH:18]=[N:17]3)[CH:12]=[CH:11][N:10]=2)[O:8][CH2:7][CH2:6][O:5]1.[NH4+].[Cl-]. Product: [CH3:3][C:4]1([C:9]2[CH:14]=[C:13]([CH2:15][N:16]3[N:20]=[C:19]([NH2:21])[CH:18]=[N:17]3)[CH:12]=[CH:11][N:10]=2)[O:8][CH2:7][CH2:6][O:5]1. The catalyst class is: 314. (5) Reactant: [Cl:1][C:2]1[CH:7]=[C:6]([N:8]=[C:9]=[S:10])[CH:5]=[C:4]([C:11]([F:14])([F:13])[F:12])[C:3]=1[C:15]1[CH:20]=[CH:19][C:18]([O:21][CH2:22][CH:23]2[CH2:26][N:25]([C:27]([O:29][C:30]([CH3:33])([CH3:32])[CH3:31])=[O:28])[CH2:24]2)=[CH:17][CH:16]=1.[N:34]#[C:35][NH2:36].[Na].[CH3:38]O.CI. Product: [Cl:1][C:2]1[CH:7]=[C:6]([N:8]([NH:34][C:35]#[N:36])[CH2:9][S:10][CH3:38])[CH:5]=[C:4]([C:11]([F:13])([F:14])[F:12])[C:3]=1[C:15]1[CH:16]=[CH:17][C:18]([O:21][CH2:22][CH:23]2[CH2:24][N:25]([C:27]([O:29][C:30]([CH3:33])([CH3:32])[CH3:31])=[O:28])[CH2:26]2)=[CH:19][CH:20]=1. The catalyst class is: 216. (6) Reactant: [H-].[Na+].[CH3:3][O:4][C:5]1[CH:14]=[C:13]2[C:8]([C:9]([N:15]3[CH2:20][CH2:19][O:18][CH:17]([C:21]4[CH:26]=[CH:25][C:24]([O:27][CH3:28])=[CH:23][CH:22]=4)[CH2:16]3)=[CH:10][N:11]=[N:12]2)=[CH:7][C:6]=1[OH:29].I[CH2:31][C:32]([F:35])([F:34])[F:33].C(=O)(O)[O-].[Na+]. The catalyst class is: 474. Product: [CH3:3][O:4][C:5]1[CH:14]=[C:13]2[C:8]([C:9]([N:15]3[CH2:20][CH2:19][O:18][C@@H:17]([C:21]4[CH:22]=[CH:23][C:24]([O:27][CH3:28])=[CH:25][CH:26]=4)[CH2:16]3)=[CH:10][N:11]=[N:12]2)=[CH:7][C:6]=1[O:29][CH2:31][C:32]([F:35])([F:34])[F:33]. (7) Product: [O:16]1[CH2:20][CH2:19][CH:18]([CH2:21][NH:22][C:7]([C:6]2[N:2]([CH3:1])[N:3]=[C:4]([CH2:10][CH2:11][CH2:12][CH2:13][CH3:14])[CH:5]=2)=[O:9])[CH2:17]1. Reactant: [CH3:1][N:2]1[C:6]([C:7]([OH:9])=O)=[CH:5][C:4]([CH2:10][CH2:11][CH2:12][CH2:13][CH3:14])=[N:3]1.Cl.[O:16]1[CH2:20][CH2:19][CH:18]([CH2:21][NH2:22])[CH2:17]1.C(N(CC)CC)C.ON1C2C=CC=CC=2N=N1.Cl.C(N=C=NCCCN(C)C)C. The catalyst class is: 22. (8) Reactant: [CH:1]1([C:4]([NH2:6])=[O:5])[CH2:3][CH2:2]1.[Cl:7][CH2:8][C:9](=O)[CH2:10]Cl. Product: [Cl:7][CH2:8][C:9]1[N:6]=[C:4]([CH:1]2[CH2:3][CH2:2]2)[O:5][CH:10]=1. The catalyst class is: 6. (9) Reactant: [CH:1]([C:3]1[CH:15]=[C:14]([CH3:16])[CH:13]=[CH:12][C:4]=1[O:5][CH2:6][C:7]([O:9][CH2:10][CH3:11])=[O:8])=O.C([O-])([O-])=O.[K+].[K+]. Product: [CH3:16][C:14]1[CH:13]=[CH:12][C:4]2[O:5][C:6]([C:7]([O:9][CH2:10][CH3:11])=[O:8])=[CH:1][C:3]=2[CH:15]=1. The catalyst class is: 3.